From a dataset of Full USPTO retrosynthesis dataset with 1.9M reactions from patents (1976-2016). Predict the reactants needed to synthesize the given product. (1) The reactants are: [Br:1][C:2]1[CH:3]=[C:4]([O:20][CH3:21])[C:5]([Cl:19])=[C:6]([C:8]([C:10]2[CH:15]=[CH:14][C:13]([O:16][CH2:17][CH3:18])=[CH:12][CH:11]=2)=O)[CH:7]=1.C([SiH](CC)CC)C.B(F)(F)F.CCOCC.C([O-])([O-])=O.[K+].[K+]. Given the product [Br:1][C:2]1[CH:3]=[C:4]([O:20][CH3:21])[C:5]([Cl:19])=[C:6]([CH2:8][C:10]2[CH:11]=[CH:12][C:13]([O:16][CH2:17][CH3:18])=[CH:14][CH:15]=2)[CH:7]=1, predict the reactants needed to synthesize it. (2) Given the product [Br:24][CH2:25][CH2:26][O:15][C:12]1[CH:11]=[CH:10][C:9]([C:6]2[C:5]3[CH:16]=[CH:17][C:2]([F:1])=[CH:3][C:4]=3[O:8][N:7]=2)=[CH:14][CH:13]=1, predict the reactants needed to synthesize it. The reactants are: [F:1][C:2]1[CH:17]=[CH:16][C:5]2[C:6]([C:9]3[CH:14]=[CH:13][C:12]([OH:15])=[CH:11][CH:10]=3)=[N:7][O:8][C:4]=2[CH:3]=1.C(=O)([O-])[O-].[K+].[K+].[Br:24][CH2:25][CH2:26]Br. (3) Given the product [OH:4][C:5]1[CH:26]=[CH:25][C:8]([CH:9]2[CH:18]([OH:19])[C:17]3[C:12](=[C:13]([CH3:24])[C:14]([OH:20])=[CH:15][CH:16]=3)[O:11][CH2:10]2)=[CH:7][CH:6]=1, predict the reactants needed to synthesize it. The reactants are: C([O:4][C:5]1[CH:26]=[CH:25][C:8]([CH:9]2[CH:18]([OH:19])[C:17]3[C:12](=[C:13]([CH3:24])[C:14]([O:20]C(=O)C)=[CH:15][CH:16]=3)[O:11][CH2:10]2)=[CH:7][CH:6]=1)(=O)C.N1C=CN=C1. (4) Given the product [N:1]1[N:2]([C:6]2[CH:31]=[CH:30][CH:29]=[CH:28][C:7]=2[CH2:8][N:9]2[CH2:14][CH2:13][CH2:12][C:11]3([CH2:15][CH2:16][NH:17][CH2:18][CH2:19]3)[C:10]2=[O:27])[N:3]=[CH:4][CH:5]=1, predict the reactants needed to synthesize it. The reactants are: [N:1]1[N:2]([C:6]2[CH:31]=[CH:30][CH:29]=[CH:28][C:7]=2[CH2:8][N:9]2[CH2:14][CH2:13][CH2:12][C:11]3([CH2:19][CH2:18][N:17](C(OC(C)(C)C)=O)[CH2:16][CH2:15]3)[C:10]2=[O:27])[N:3]=[CH:4][CH:5]=1.C(O)(C(F)(F)F)=O.